Dataset: Reaction yield outcomes from USPTO patents with 853,638 reactions. Task: Predict the reaction yield, written as a fraction of the theoretical maximum amount of product (1.0 means a 100% yield; for example, 0.34 means a 34% yield). (1) The reactants are [NH2:1][CH2:2][C:3]1[C:4]([NH:19][C@H:20]([C:22]2[CH:27]=[CH:26][C:25]([F:28])=[CH:24][CH:23]=2)[CH3:21])=[N:5][C:6]([NH:10][C:11]2[CH:15]=[C:14]([CH:16]3[CH2:18][CH2:17]3)[NH:13][N:12]=2)=[C:7]([F:9])[CH:8]=1.[O:29]1[C:33]([C:34](O)=[O:35])=[CH:32][CH:31]=[N:30]1. The catalyst is C(Cl)Cl.C1COCC1. The product is [CH:16]1([C:14]2[NH:13][N:12]=[C:11]([NH:10][C:6]3[N:5]=[C:4]([NH:19][C@H:20]([C:22]4[CH:23]=[CH:24][C:25]([F:28])=[CH:26][CH:27]=4)[CH3:21])[C:3]([CH2:2][NH:1][C:34]([C:33]4[O:29][N:30]=[CH:31][CH:32]=4)=[O:35])=[CH:8][C:7]=3[F:9])[CH:15]=2)[CH2:18][CH2:17]1. The yield is 0.0400. (2) The reactants are [CH3:1][O:2][C:3]1[CH:34]=[CH:33][C:6]([NH:7][C:8](=[O:32])[CH2:9][CH2:10][N:11]2[C:19]3[CH:18]=[CH:17][CH:16]=[CH:15][C:14]=3[C:13]3[CH2:20][CH2:21][N:22](C(OC(C)(C)C)=O)[CH2:23][CH2:24][C:12]2=3)=[CH:5][CH:4]=1.FC(F)(F)C(O)=O.C(Cl)[Cl:43]. No catalyst specified. The product is [ClH:43].[CH3:1][O:2][C:3]1[CH:34]=[CH:33][C:6]([NH:7][C:8](=[O:32])[CH2:9][CH2:10][N:11]2[C:19]3[CH:18]=[CH:17][CH:16]=[CH:15][C:14]=3[C:13]3[CH2:20][CH2:21][NH:22][CH2:23][CH2:24][C:12]2=3)=[CH:5][CH:4]=1. The yield is 0.840. (3) No catalyst specified. The product is [CH3:24][C:25]1([NH:29][C:13](=[O:15])[C:12]2[CH:16]=[CH:17][C:9]([O:8][CH2:7][C:6]3[N:2]([CH3:1])[N:3]=[N:4][C:5]=3[C:18]3[CH:23]=[CH:22][CH:21]=[CH:20][N:19]=3)=[N:10][CH:11]=2)[CH2:28][O:27][CH2:26]1. The reactants are [CH3:1][N:2]1[C:6]([CH2:7][O:8][C:9]2[CH:17]=[CH:16][C:12]([C:13]([OH:15])=O)=[CH:11][N:10]=2)=[C:5]([C:18]2[CH:23]=[CH:22][CH:21]=[CH:20][N:19]=2)[N:4]=[N:3]1.[CH3:24][C:25]1([NH2:29])[CH2:28][O:27][CH2:26]1. The yield is 0.930.